Dataset: NCI-60 drug combinations with 297,098 pairs across 59 cell lines. Task: Regression. Given two drug SMILES strings and cell line genomic features, predict the synergy score measuring deviation from expected non-interaction effect. (1) Drug 1: CC1C(C(CC(O1)OC2CC(CC3=C2C(=C4C(=C3O)C(=O)C5=C(C4=O)C(=CC=C5)OC)O)(C(=O)C)O)N)O.Cl. Drug 2: CCCCCOC(=O)NC1=NC(=O)N(C=C1F)C2C(C(C(O2)C)O)O. Cell line: KM12. Synergy scores: CSS=11.4, Synergy_ZIP=-7.18, Synergy_Bliss=-7.64, Synergy_Loewe=-33.3, Synergy_HSA=-7.08. (2) Drug 1: CNC(=O)C1=NC=CC(=C1)OC2=CC=C(C=C2)NC(=O)NC3=CC(=C(C=C3)Cl)C(F)(F)F. Drug 2: C1=NNC2=C1C(=O)NC=N2. Cell line: NCI-H226. Synergy scores: CSS=0.600, Synergy_ZIP=-0.735, Synergy_Bliss=-3.08, Synergy_Loewe=-2.86, Synergy_HSA=-2.73. (3) Drug 1: CC1=C2C(C(=O)C3(C(CC4C(C3C(C(C2(C)C)(CC1OC(=O)C(C(C5=CC=CC=C5)NC(=O)OC(C)(C)C)O)O)OC(=O)C6=CC=CC=C6)(CO4)OC(=O)C)OC)C)OC. Drug 2: CS(=O)(=O)CCNCC1=CC=C(O1)C2=CC3=C(C=C2)N=CN=C3NC4=CC(=C(C=C4)OCC5=CC(=CC=C5)F)Cl. Cell line: SK-MEL-5. Synergy scores: CSS=38.4, Synergy_ZIP=6.62, Synergy_Bliss=5.19, Synergy_Loewe=-26.1, Synergy_HSA=0.265. (4) Drug 1: COC1=CC(=CC(=C1O)OC)C2C3C(COC3=O)C(C4=CC5=C(C=C24)OCO5)OC6C(C(C7C(O6)COC(O7)C8=CC=CS8)O)O. Drug 2: CN1C2=C(C=C(C=C2)N(CCCl)CCCl)N=C1CCCC(=O)O.Cl. Cell line: SF-268. Synergy scores: CSS=35.9, Synergy_ZIP=2.33, Synergy_Bliss=3.75, Synergy_Loewe=-8.76, Synergy_HSA=2.13. (5) Drug 1: C1CCC(CC1)NC(=O)N(CCCl)N=O. Drug 2: C1CN(P(=O)(OC1)NCCCl)CCCl. Cell line: OVCAR-8. Synergy scores: CSS=13.1, Synergy_ZIP=-5.31, Synergy_Bliss=3.41, Synergy_Loewe=1.53, Synergy_HSA=1.65. (6) Drug 1: CC1CCC2CC(C(=CC=CC=CC(CC(C(=O)C(C(C(=CC(C(=O)CC(OC(=O)C3CCCCN3C(=O)C(=O)C1(O2)O)C(C)CC4CCC(C(C4)OC)OCCO)C)C)O)OC)C)C)C)OC. Drug 2: CC1CCCC2(C(O2)CC(NC(=O)CC(C(C(=O)C(C1O)C)(C)C)O)C(=CC3=CSC(=N3)C)C)C. Cell line: EKVX. Synergy scores: CSS=22.2, Synergy_ZIP=-3.42, Synergy_Bliss=-2.26, Synergy_Loewe=-0.689, Synergy_HSA=0.871. (7) Drug 1: CN(C)N=NC1=C(NC=N1)C(=O)N. Drug 2: C1CC(=O)NC(=O)C1N2C(=O)C3=CC=CC=C3C2=O. Cell line: NCI-H522. Synergy scores: CSS=4.82, Synergy_ZIP=-0.132, Synergy_Bliss=3.04, Synergy_Loewe=0.269, Synergy_HSA=2.27. (8) Drug 1: CC12CCC3C(C1CCC2=O)CC(=C)C4=CC(=O)C=CC34C. Drug 2: C1=CC(=CC=C1CCCC(=O)O)N(CCCl)CCCl. Cell line: OVCAR-5. Synergy scores: CSS=37.4, Synergy_ZIP=-0.895, Synergy_Bliss=5.33, Synergy_Loewe=-3.86, Synergy_HSA=7.45. (9) Drug 1: CC1C(C(CC(O1)OC2CC(CC3=C2C(=C4C(=C3O)C(=O)C5=C(C4=O)C(=CC=C5)OC)O)(C(=O)C)O)N)O.Cl. Drug 2: C1=CC(=CC=C1CCCC(=O)O)N(CCCl)CCCl. Cell line: IGROV1. Synergy scores: CSS=51.5, Synergy_ZIP=3.66, Synergy_Bliss=6.33, Synergy_Loewe=8.41, Synergy_HSA=10.6.